Task: Predict the reactants needed to synthesize the given product.. Dataset: Full USPTO retrosynthesis dataset with 1.9M reactions from patents (1976-2016) (1) Given the product [ClH:1].[NH2:9][CH2:10][C@H:11]1[CH2:12][CH2:13][C@H:14]([C:17]([NH:19][C@@H:20]([CH2:44][C:45]2[CH:46]=[CH:47][C:48]([C:51]3[CH:56]=[C:55]([C:57](=[O:66])[NH:58][CH:59]4[CH2:60][CH2:61][N:62]([CH3:65])[CH2:63][CH2:64]4)[CH:54]=[CH:53][C:52]=3[CH3:67])=[CH:49][CH:50]=2)[C:21]([NH:23][C:24]2[CH:29]=[CH:28][C:27]([C:30]3[NH:34][N:33]=[C:32]([C:35]([F:43])([F:42])[C:36]([F:40])([F:41])[C:37]([OH:39])=[O:38])[N:31]=3)=[CH:26][CH:25]=2)=[O:22])=[O:18])[CH2:15][CH2:16]1, predict the reactants needed to synthesize it. The reactants are: [ClH:1].C(OC([NH:9][CH2:10][C@H:11]1[CH2:16][CH2:15][C@H:14]([C:17]([NH:19][C@@H:20]([CH2:44][C:45]2[CH:50]=[CH:49][C:48]([C:51]3[CH:56]=[C:55]([C:57](=[O:66])[NH:58][CH:59]4[CH2:64][CH2:63][N:62]([CH3:65])[CH2:61][CH2:60]4)[CH:54]=[CH:53][C:52]=3[CH3:67])=[CH:47][CH:46]=2)[C:21]([NH:23][C:24]2[CH:29]=[CH:28][C:27]([C:30]3[NH:34][N:33]=[C:32]([C:35]([F:43])([F:42])[C:36]([F:41])([F:40])[C:37]([OH:39])=[O:38])[N:31]=3)=[CH:26][CH:25]=2)=[O:22])=[O:18])[CH2:13][CH2:12]1)=O)(C)(C)C. (2) Given the product [F:1][C:2]([F:10])([F:11])[O:3][C:4]1[CH:9]=[CH:8][CH:7]=[CH:6][C:5]=1[CH2:25][C@H:26]([OH:28])[CH3:27], predict the reactants needed to synthesize it. The reactants are: [F:1][C:2]([F:11])([F:10])[O:3][C:4]1[CH:9]=[CH:8][CH:7]=[CH:6][CH:5]=1.CN(C)CCN(C)C.C([Li])(CC)C.[CH2:25]1[O:28][C@@H:26]1[CH3:27].B(F)(F)F.CCOCC.OS(O)(=O)=O.